From a dataset of Catalyst prediction with 721,799 reactions and 888 catalyst types from USPTO. Predict which catalyst facilitates the given reaction. (1) Reactant: [Br:1][C:2]1[CH:3]=[N:4][CH:5]=[C:6]2[C:11]=1[N:10]=[C:9]([C:12]([OH:14])=O)[CH:8]=[CH:7]2.CN(C(ON1N=NC2C=CC=NC1=2)=[N+](C)C)C.F[P-](F)(F)(F)(F)F.[CH3:39][O:40][CH:41]1[CH2:44][NH:43][CH2:42]1.Cl.CCN(C(C)C)C(C)C. Product: [Br:1][C:2]1[CH:3]=[N:4][CH:5]=[C:6]2[C:11]=1[N:10]=[C:9]([C:12]([N:43]1[CH2:44][CH:41]([O:40][CH3:39])[CH2:42]1)=[O:14])[CH:8]=[CH:7]2. The catalyst class is: 3. (2) Reactant: [H-].[Na+].[CH2:3]([OH:7])[C:4]#[C:5][CH3:6].F[C:9]1[C:14]([F:15])=[C:13]([N:16]2[CH2:21][CH:20]([CH3:22])[CH2:19][CH:18]([CH3:23])[CH2:17]2)[N:12]=[CH:11][N:10]=1.[Cl-].[NH4+]. Product: [CH2:3]([O:7][C:9]1[C:14]([F:15])=[C:13]([N:16]2[CH2:21][CH:20]([CH3:22])[CH2:19][CH:18]([CH3:23])[CH2:17]2)[N:12]=[CH:11][N:10]=1)[C:4]#[C:5][CH3:6]. The catalyst class is: 7. (3) Reactant: [CH3:1]C([O-])(C)C.[K+].[Br:7][C:8]1[NH:12][CH:11]=[C:10]([C:13]([O:15][CH3:16])=[O:14])[CH:9]=1.CI. Product: [Br:7][C:8]1[N:12]([CH3:1])[CH:11]=[C:10]([C:13]([O:15][CH3:16])=[O:14])[CH:9]=1. The catalyst class is: 3. (4) Reactant: CNCCN.C(OC([S:13][C:14]1[N:19]=[C:18]([CH3:20])[CH:17]=[C:16]([CH3:21])[N:15]=1)=O)(C)(C)C. Product: [CH3:21][C:16]1[CH:17]=[C:18]([CH3:20])[N:19]=[C:14]([SH:13])[N:15]=1. The catalyst class is: 12.